This data is from Peptide-MHC class II binding affinity with 134,281 pairs from IEDB. The task is: Regression. Given a peptide amino acid sequence and an MHC pseudo amino acid sequence, predict their binding affinity value. This is MHC class II binding data. (1) The peptide sequence is AFILNGDNLFPKV. The MHC is DRB1_0401 with pseudo-sequence DRB1_0401. The binding affinity (normalized) is 0.594. (2) The peptide sequence is YEGQRVVFIQPSPVRD. The MHC is DRB1_1201 with pseudo-sequence DRB1_1201. The binding affinity (normalized) is 0.672. (3) The peptide sequence is SQDLELSWNLNGLSAY. The MHC is DRB1_1302 with pseudo-sequence DRB1_1302. The binding affinity (normalized) is 0.658.